This data is from Catalyst prediction with 721,799 reactions and 888 catalyst types from USPTO. The task is: Predict which catalyst facilitates the given reaction. (1) Reactant: [CH3:1][C:2]1[CH:26]=[CH:25][C:5]2[N:6]=[C:7]([C:9]3[CH:14]=[CH:13][C:12]([C:15]4[CH:20]=[CH:19][CH:18]=[CH:17][CH:16]=4)=[C:11]([C:21]([F:24])([F:23])[F:22])[CH:10]=3)[S:8][C:4]=2[CH:3]=1.C1C(=O)N([Br:34])C(=O)C1.CC(N=NC(C#N)(C)C)(C#N)C. Product: [Br:34][CH2:1][C:2]1[CH:26]=[CH:25][C:5]2[N:6]=[C:7]([C:9]3[CH:14]=[CH:13][C:12]([C:15]4[CH:16]=[CH:17][CH:18]=[CH:19][CH:20]=4)=[C:11]([C:21]([F:22])([F:23])[F:24])[CH:10]=3)[S:8][C:4]=2[CH:3]=1. The catalyst class is: 53. (2) Reactant: [CH3:1][NH:2][C:3](=O)[C:4]1[CH:9]=[CH:8][C:7]([B:10]2[O:14]C(C)(C)C(C)(C)[O:11]2)=[CH:6][CH:5]=1.[N-:20]=[N+:21]=[N-:22].[Na+].FC(F)(F)S(OS(C(F)(F)F)(=O)=O)(=O)=O.B(O)O. Product: [CH3:1][N:2]1[C:3]([C:4]2[CH:9]=[CH:8][C:7]([B:10]([OH:14])[OH:11])=[CH:6][CH:5]=2)=[N:22][N:21]=[N:20]1. The catalyst class is: 210. (3) Reactant: [Br:1][C:2]1[CH:7]=[CH:6][C:5]([CH:8]([CH3:13])[C:9]([O:11][CH3:12])=[O:10])=[CH:4][CH:3]=1.[CH3:14][Si]([N-][Si](C)(C)C)(C)C.[Na+].IC. Product: [Br:1][C:2]1[CH:3]=[CH:4][C:5]([C:8]([CH3:14])([CH3:13])[C:9]([O:11][CH3:12])=[O:10])=[CH:6][CH:7]=1. The catalyst class is: 1. (4) Reactant: [CH3:1][O:2][C:3]1[CH:29]=[C:28]([O:30][CH3:31])[CH:27]=[CH:26][C:4]=1[CH2:5][NH:6][C:7]1[CH:15]=[C:14]2[C:10]([CH2:11][O:12][C:13]2=[C:16]2[C:24]3[C:19](=[CH:20][CH:21]=[CH:22][CH:23]=3)[NH:18][C:17]2=[O:25])=[CH:9][CH:8]=1.[CH2:32]=O.C([BH3-])#N.[Na+].C[C:39](O)=[O:40]. Product: [CH3:1][O:2][C:3]1[CH:29]=[C:28]([O:30][CH3:31])[CH:27]=[CH:26][C:4]=1[CH2:5][N:6]([CH3:32])[C:7]1[CH:15]=[C:14]2[C:10]([CH2:11][O:12][C:13]2=[C:16]2[C:24]3[C:19](=[CH:20][CH:21]=[CH:22][CH:23]=3)[N:18]([CH2:39][OH:40])[C:17]2=[O:25])=[CH:9][CH:8]=1. The catalyst class is: 10. (5) Reactant: [CH2:1]([O:5][S:6]([CH3:9])(=[O:8])=[O:7])[CH2:2][CH2:3][CH3:4].C([Li])CCC.C(OP(Cl)(OCC)=O)C.[Br:24][C:25]1[S:29][C:28]([CH:30]=O)=[CH:27][CH:26]=1. Product: [CH2:1]([O:5][S:6](/[CH:9]=[CH:30]/[C:28]1[S:29][C:25]([Br:24])=[CH:26][CH:27]=1)(=[O:8])=[O:7])[CH2:2][CH2:3][CH3:4]. The catalyst class is: 30. (6) Reactant: [Si:1](Cl)([C:4]([CH3:7])([CH3:6])[CH3:5])([CH3:3])[CH3:2].[S:9]1[CH:13]=[CH:12][CH:11]=[C:10]1[CH2:14][CH2:15][OH:16].N1C=CN=C1. Product: [CH3:10][CH2:11][CH2:5][CH:4]([CH3:7])[CH3:6].[C:4]([Si:1]([CH3:3])([CH3:2])[O:16][CH2:15][CH2:14][C:10]1[S:9][CH:13]=[CH:12][CH:11]=1)([CH3:7])([CH3:6])[CH3:5]. The catalyst class is: 3. (7) Reactant: [CH3:1][O:2][CH2:3][CH2:4][CH2:5][N:6]1[C:11]2[CH:12]=[C:13]([CH:16]=[CH:17][C@@H:18]3[C@@H:23]([C:24]4[CH:33]=[CH:32][C:27]([C:28](OC)=[O:29])=[CH:26][CH:25]=4)[C@H:22]([O:34][Si](C(C)C)(C(C)C)C(C)C)[CH2:21][N:20](S(C4C=CC(C)=CC=4)(=O)=O)[CH2:19]3)[CH:14]=[CH:15][C:10]=2[O:9][CH2:8][C:7]1=O. Product: [CH3:1][O:2][CH2:3][CH2:4][O:29][CH2:28][C:27]1[CH:32]=[CH:33][C:24]([C@@H:23]2[C@@H:18]([CH2:17][CH2:16][C:13]3[CH:14]=[CH:15][C:10]4[O:9][CH2:8][CH2:7][N:6]([CH2:5][CH2:4][CH2:3][O:2][CH3:1])[C:11]=4[CH:12]=3)[CH2:19][NH:20][CH2:21][C@H:22]2[O:34][CH2:11][C@H:10]([OH:9])[CH3:15])=[CH:25][CH:26]=1. The catalyst class is: 29. (8) Reactant: [Br:1][C:2]1[CH:7]=[CH:6][C:5]([NH:8][C:9](=[NH:21])[C:10]([C:13]2[C:18]([Cl:19])=[CH:17][CH:16]=[CH:15][C:14]=2[Cl:20])([CH3:12])[CH3:11])=[C:4]([F:22])[CH:3]=1.C([O-])([O-])=O.[K+].[K+].Br[CH2:30][C:31](=[O:37])[C:32]([O:34][CH2:35][CH3:36])=[O:33].Cl. The catalyst class is: 247. Product: [Br:1][C:2]1[CH:7]=[CH:6][C:5]([N:8]2[CH2:30][C:31]([OH:37])([C:32]([O:34][CH2:35][CH3:36])=[O:33])[N:21]=[C:9]2[C:10]([C:13]2[C:14]([Cl:20])=[CH:15][CH:16]=[CH:17][C:18]=2[Cl:19])([CH3:11])[CH3:12])=[C:4]([F:22])[CH:3]=1.